This data is from Merck oncology drug combination screen with 23,052 pairs across 39 cell lines. The task is: Regression. Given two drug SMILES strings and cell line genomic features, predict the synergy score measuring deviation from expected non-interaction effect. Drug 1: O=S1(=O)NC2(CN1CC(F)(F)F)C1CCC2Cc2cc(C=CCN3CCC(C(F)(F)F)CC3)ccc2C1. Drug 2: O=C(CCCCCCC(=O)Nc1ccccc1)NO. Cell line: T47D. Synergy scores: synergy=16.3.